Predict which catalyst facilitates the given reaction. From a dataset of Catalyst prediction with 721,799 reactions and 888 catalyst types from USPTO. (1) Reactant: [OH-:1].[Li+].NC1C=CC=CC=1N[C:11]([C:13]1[S:14][C:15]([N:18]2[CH2:23][CH2:22][CH2:21][CH2:20]C2)=[CH:16][CH:17]=1)=[O:12]. Product: [N:18]1([C:15]2[S:14][C:13]([C:11]([OH:12])=[O:1])=[CH:17][CH:16]=2)[CH2:23][CH2:22][CH2:21][CH2:20]1. The catalyst class is: 5. (2) Reactant: [Cl:1][C:2]1[CH:3]=[C:4]([C:9]2([OH:16])[CH2:13][CH2:12][N:11]([CH2:14][CH3:15])[CH2:10]2)[CH:5]=[C:6]([F:8])[CH:7]=1.ClC1C=C(C=CC=1)C(O)=[O:22]. Product: [Cl:1][C:2]1[CH:3]=[C:4]([C:9]2([OH:16])[CH2:13][CH2:12][N+:11]([O-:22])([CH2:14][CH3:15])[CH2:10]2)[CH:5]=[C:6]([F:8])[CH:7]=1. The catalyst class is: 4. (3) Reactant: [C:1]1([S:7]([N:10]2[C:14]3=[N:15][CH:16]=[C:17]([NH2:26])[C:18]([NH:19][CH:20]4[CH2:25][CH2:24][CH2:23][O:22][CH2:21]4)=[C:13]3[CH:12]=[CH:11]2)(=[O:9])=[O:8])[CH:6]=[CH:5][CH:4]=[CH:3][CH:2]=1.C([C@:30]([CH3:35])([OH:34])[C:31]([OH:33])=O)(=O)C.CN(C([O:43]N1N=NC2C=CC=NC1=2)=[N+](C)C)C.F[P-](F)(F)(F)(F)F.C(N([CH2:67][CH3:68])C(C)C)(C)C. Product: [C:67]([O:34][C@H:30]([CH3:35])[C:31](=[O:33])[NH:26][C:17]1[C:18]([NH:19][CH:20]2[CH2:25][CH2:24][CH2:23][O:22][CH2:21]2)=[C:13]2[CH:12]=[CH:11][N:10]([S:7]([C:1]3[CH:2]=[CH:3][CH:4]=[CH:5][CH:6]=3)(=[O:8])=[O:9])[C:14]2=[N:15][CH:16]=1)(=[O:43])[CH3:68]. The catalyst class is: 4. (4) Reactant: Br[C:2]1[N:6]([CH2:7][C:8]2[CH:13]=[CH:12][C:11]([O:14][CH3:15])=[CH:10][CH:9]=2)[N:5]=[C:4]([O:16][CH3:17])[N:3]=1.[NH2:18][C:19]1[CH:26]=[CH:25][C:22]([C:23]#[N:24])=[C:21]([C:27]([F:30])([F:29])[F:28])[CH:20]=1.CC([O-])(C)C.[Na+]. Product: [CH3:17][O:16][C:4]1[N:3]=[C:2]([NH:18][C:19]2[CH:26]=[CH:25][C:22]([C:23]#[N:24])=[C:21]([C:27]([F:28])([F:29])[F:30])[CH:20]=2)[N:6]([CH2:7][C:8]2[CH:13]=[CH:12][C:11]([O:14][CH3:15])=[CH:10][CH:9]=2)[N:5]=1. The catalyst class is: 3. (5) Reactant: [NH2:1][C:2]1[N:3]=[CH:4][C:5]2[S:10][C:9](=[O:11])[N:8]([C@@H:12]3[O:24][C@H:23]([CH2:25][O:26][Si](C(C)(C)C)(C)C)[C@@H:18]([O:19][C:20](=[O:22])[CH3:21])[C@H:13]3[O:14][C:15](=[O:17])[CH3:16])[C:6]=2[N:7]=1.N1C=CC=CC=1. Product: [NH2:1][C:2]1[N:3]=[CH:4][C:5]2[S:10][C:9](=[O:11])[N:8]([C@@H:12]3[O:24][C@H:23]([CH2:25][OH:26])[C@@H:18]([O:19][C:20](=[O:22])[CH3:21])[C@H:13]3[O:14][C:15](=[O:17])[CH3:16])[C:6]=2[N:7]=1. The catalyst class is: 1. (6) Reactant: F[C:2]1[CH:3]=[CH:4][C:5]([N+:9]([O-:11])=[O:10])=[C:6]([CH3:8])[CH:7]=1.CN1CCCC1=O.[NH2:19][CH2:20][CH2:21][CH2:22][N:23]1[CH2:27][CH2:26][CH2:25][C:24]1=[O:28].C([O-])([O-])=O.[K+].[K+]. Product: [N+:9]([C:5]1[CH:4]=[CH:3][C:2]([NH:19][CH2:20][CH2:21][CH2:22][N:23]2[CH2:27][CH2:26][CH2:25][C:24]2=[O:28])=[CH:7][C:6]=1[CH3:8])([O-:11])=[O:10]. The catalyst class is: 6.